From a dataset of Forward reaction prediction with 1.9M reactions from USPTO patents (1976-2016). Predict the product of the given reaction. Given the reactants [CH2:1]([Si:3]([CH2:14][CH3:15])([CH2:12][CH3:13])[O:4][C:5](/[CH:7]=[CH:8]/[CH:9]([CH3:11])[CH3:10])=[CH2:6])[CH3:2].CC(C)(C)/C(/O)=C/C(C(C(C(F)(F)F)(F)F)(F)F)=O.CC(C)(C)/C(/O)=C/C(C(C(C(F)(F)F)(F)F)(F)F)=O.CC(C)(C)/C(/O)=C/C(C(C(C(F)(F)F)(F)F)(F)F)=O.[Eu].[N+:74]([C:77]1[CH:84]=[N:83][CH:82]=[CH:81][C:78]=1[CH:79]=[O:80])([O-:76])=[O:75], predict the reaction product. The product is: [CH:9]([C@H:8]1[O:80][C@@H:79]([C:78]2[CH:81]=[CH:82][N:83]=[CH:84][C:77]=2[N+:74]([O-:76])=[O:75])[CH2:6][C:5]([O:4][Si:3]([CH2:12][CH3:13])([CH2:1][CH3:2])[CH2:14][CH3:15])=[CH:7]1)([CH3:10])[CH3:11].